Dataset: CYP3A4 inhibition data for predicting drug metabolism from PubChem BioAssay. Task: Regression/Classification. Given a drug SMILES string, predict its absorption, distribution, metabolism, or excretion properties. Task type varies by dataset: regression for continuous measurements (e.g., permeability, clearance, half-life) or binary classification for categorical outcomes (e.g., BBB penetration, CYP inhibition). Dataset: cyp3a4_veith. The drug is CC(=O)/C=C(\O)c1c(C)[nH]n(-c2nc(-c3ccc(Cl)cc3)cs2)c1=O. The result is 0 (non-inhibitor).